From a dataset of Forward reaction prediction with 1.9M reactions from USPTO patents (1976-2016). Predict the product of the given reaction. (1) Given the reactants [OH:1][CH2:2][CH2:3][CH2:4][C:5]1[CH:6]=[C:7]([OH:11])[CH:8]=[CH:9][CH:10]=1.C([O-])([O-])=O.[K+].[K+].[CH2:18](Br)[C:19]1[CH:24]=[CH:23][CH:22]=[CH:21][CH:20]=1.O, predict the reaction product. The product is: [CH2:18]([O:11][C:7]1[CH:6]=[C:5]([CH2:4][CH2:3][CH2:2][OH:1])[CH:10]=[CH:9][CH:8]=1)[C:19]1[CH:24]=[CH:23][CH:22]=[CH:21][CH:20]=1. (2) Given the reactants [Si]([O:8][CH2:9][CH2:10][N:11]([CH3:42])[C:12]([C:14]1[C:19]([O:20][CH2:21][C:22]2[CH:27]=[CH:26][CH:25]=[CH:24][CH:23]=2)=[C:18]([OH:28])[N:17]=[C:16]([CH2:29][C:30]2[CH:35]=[CH:34][CH:33]=[CH:32][C:31]=2[C:36]2[CH:41]=[CH:40][CH:39]=[CH:38][CH:37]=2)[N:15]=1)=[O:13])(C(C)(C)C)(C)C.Cl.[OH-].[Na+], predict the reaction product. The product is: [OH:8][CH2:9][CH2:10][N:11]([CH3:42])[C:12]([C:14]1[C:19]([O:20][CH2:21][C:22]2[CH:27]=[CH:26][CH:25]=[CH:24][CH:23]=2)=[C:18]([OH:28])[N:17]=[C:16]([CH2:29][C:30]2[CH:35]=[CH:34][CH:33]=[CH:32][C:31]=2[C:36]2[CH:41]=[CH:40][CH:39]=[CH:38][CH:37]=2)[N:15]=1)=[O:13]. (3) Given the reactants [C:1]([C:3]1[CH:4]=[N:5][N:6]2[C:11]([C:12]([F:15])([F:14])[F:13])=[CH:10][C:9]([C:16]3[CH:21]=[CH:20][C:19]([C:22]([F:25])([F:24])[F:23])=[CH:18][CH:17]=3)=[N:8][C:7]=12)#[CH:2].[N:26]1[CH:31]=[CH:30][CH:29]=[C:28]([CH2:32][NH:33][S:34]([C:37]2[S:38][C:39](Br)=[CH:40][CH:41]=2)(=[O:36])=[O:35])[CH:27]=1.C(O)(C(F)(F)F)=O, predict the reaction product. The product is: [N:26]1[CH:31]=[CH:30][CH:29]=[C:28]([CH2:32][NH:33][S:34]([C:37]2[S:38][C:39]([C:2]#[C:1][C:3]3[CH:4]=[N:5][N:6]4[C:11]([C:12]([F:14])([F:13])[F:15])=[CH:10][C:9]([C:16]5[CH:21]=[CH:20][C:19]([C:22]([F:25])([F:24])[F:23])=[CH:18][CH:17]=5)=[N:8][C:7]=34)=[CH:40][CH:41]=2)(=[O:36])=[O:35])[CH:27]=1. (4) Given the reactants [F:1][C:2]1[C:7](I)=[N:6][CH:5]=[CH:4][N:3]=1.[O:9]1[CH2:14][CH:13]=[C:12](B2OC(C)(C)C(C)(C)O2)[CH2:11][CH2:10]1.C(=O)([O-])[O-].[Na+].[Na+], predict the reaction product. The product is: [O:9]1[CH2:10][CH:11]=[C:12]([C:7]2[C:2]([F:1])=[N:3][CH:4]=[CH:5][N:6]=2)[CH2:13][CH2:14]1. (5) Given the reactants [CH3:1][O:2][C:3]([C:5]1[N:6]=C[O:8][C:9]=1[C:10]1[CH:15]=[CH:14][C:13]([C:16]2[CH:21]=[CH:20][CH:19]=[CH:18][CH:17]=2)=[CH:12][CH:11]=1)=[O:4].[ClH:22], predict the reaction product. The product is: [ClH:22].[CH3:1][O:2][C:3](=[O:4])[CH:5]([NH2:6])[C:9]([C:10]1[CH:15]=[CH:14][C:13]([C:16]2[CH:21]=[CH:20][CH:19]=[CH:18][CH:17]=2)=[CH:12][CH:11]=1)=[O:8]. (6) Given the reactants [NH2:1][C:2]1[C:3]([C:7]2[NH:25][C:10]3=[CH:11][C:12]4[C:13]([CH2:23][CH3:24])([CH2:21][CH3:22])[C:14](=[O:20])[N:15]([CH2:18][CH3:19])[C:16]=4[CH:17]=[C:9]3[N:8]=2)=[N:4][NH:5][CH:6]=1.[CH:26]1([C:29](Cl)=[O:30])[CH2:28][CH2:27]1, predict the reaction product. The product is: [CH2:18]([N:15]1[C:16]2[CH:17]=[C:9]3[N:8]=[C:7]([C:3]4[C:2]([NH:1][C:29]([CH:26]5[CH2:28][CH2:27]5)=[O:30])=[CH:6][NH:5][N:4]=4)[NH:25][C:10]3=[CH:11][C:12]=2[C:13]([CH2:23][CH3:24])([CH2:21][CH3:22])[C:14]1=[O:20])[CH3:19]. (7) Given the reactants Cl[C:2]1[C:6]2[C:7]([O:11][CH:12]([F:14])[F:13])=[CH:8][CH:9]=[CH:10][C:5]=2[S:4](=[O:16])(=[O:15])[N:3]=1.[CH:17]([NH2:20])([CH3:19])[CH3:18], predict the reaction product. The product is: [F:13][CH:12]([F:14])[O:11][C:7]1[C:6]2[C:2]([NH:20][CH:17]([CH3:19])[CH3:18])=[N:3][S:4](=[O:16])(=[O:15])[C:5]=2[CH:10]=[CH:9][CH:8]=1. (8) Given the reactants [NH2:1][CH2:2][C@@H:3]1[C@H:8]([CH3:9])[CH2:7][CH2:6][CH2:5][N:4]1[C:10]([C:12]1[N:13]=[C:14]([CH3:24])[S:15][C:16]=1[C:17]1[CH:22]=[CH:21][C:20]([F:23])=[CH:19][CH:18]=1)=[O:11].Cl[C:26]1[N:31]=[CH:30][C:29]([Cl:32])=[CH:28][N:27]=1.CCN(C(C)C)C(C)C, predict the reaction product. The product is: [Cl:32][C:29]1[CH:28]=[N:27][C:26]([NH:1][CH2:2][C@@H:3]2[C@H:8]([CH3:9])[CH2:7][CH2:6][CH2:5][N:4]2[C:10]([C:12]2[N:13]=[C:14]([CH3:24])[S:15][C:16]=2[C:17]2[CH:18]=[CH:19][C:20]([F:23])=[CH:21][CH:22]=2)=[O:11])=[N:31][CH:30]=1. (9) The product is: [OH:8][C:9]1[CH:10]=[C:11]2[C:15](=[CH:16][CH:17]=1)[NH:14][C:13]([C:18]([N:20]1[CH2:25][CH2:24][N:23]([CH3:26])[CH2:22][CH2:21]1)=[O:19])=[CH:12]2. Given the reactants C([O:8][C:9]1[CH:10]=[C:11]2[C:15](=[CH:16][CH:17]=1)[NH:14][C:13]([C:18]([N:20]1[CH2:25][CH2:24][N:23]([CH3:26])[CH2:22][CH2:21]1)=[O:19])=[CH:12]2)C1C=CC=CC=1, predict the reaction product. (10) Given the reactants [Br:1][C:2]1[CH:3]=[C:4]([CH2:8][NH:9][S:10]([CH2:13][CH3:14])(=[O:12])=[O:11])[CH:5]=[N:6][CH:7]=1.[H-].[Na+].I[CH3:18], predict the reaction product. The product is: [Br:1][C:2]1[CH:3]=[C:4]([CH2:8][N:9]([CH3:18])[S:10]([CH2:13][CH3:14])(=[O:11])=[O:12])[CH:5]=[N:6][CH:7]=1.